This data is from Reaction yield outcomes from USPTO patents with 853,638 reactions. The task is: Predict the reaction yield, written as a fraction of the theoretical maximum amount of product (1.0 means a 100% yield; for example, 0.34 means a 34% yield). The reactants are [CH3:1][N:2]1[CH2:8][CH2:7][CH2:6][NH:5][CH2:4][CH2:3]1.Cl[C:10]1[N:11]=[CH:12][C:13]([C:16]([NH:18][C:19]2[NH:20][N:21]=[C:22]([CH2:24][CH2:25][C:26]3[CH:31]=[C:30]([O:32][CH3:33])[CH:29]=[C:28]([O:34][CH3:35])[CH:27]=3)[CH:23]=2)=[O:17])=[N:14][CH:15]=1. The catalyst is CS(C)=O.CO. The product is [CH3:35][O:34][C:28]1[CH:27]=[C:26]([CH2:25][CH2:24][C:22]2[CH:23]=[C:19]([NH:18][C:16]([C:13]3[CH:12]=[N:11][C:10]([N:5]4[CH2:6][CH2:7][CH2:8][N:2]([CH3:1])[CH2:3][CH2:4]4)=[CH:15][N:14]=3)=[O:17])[NH:20][N:21]=2)[CH:31]=[C:30]([O:32][CH3:33])[CH:29]=1. The yield is 0.790.